The task is: Predict the product of the given reaction.. This data is from Forward reaction prediction with 1.9M reactions from USPTO patents (1976-2016). The product is: [C:1]([O:5][C:6]([N:8]1[C@@H:13]([C@@H:14]([OH:28])[C@@H:15]([NH2:25])[CH2:16][C:17]2[CH:22]=[C:21]([F:23])[CH:20]=[C:19]([F:24])[CH:18]=2)[CH2:12][O:11][C:10]([C:35]2[CH:40]=[CH:39][CH:38]=[CH:37][CH:36]=2)([C:29]2[CH:30]=[CH:31][CH:32]=[CH:33][CH:34]=2)[CH2:9]1)=[O:7])([CH3:4])([CH3:2])[CH3:3]. Given the reactants [C:1]([O:5][C:6]([N:8]1[C@@H:13]([C@@H:14]([OH:28])[C@@H:15]([N+:25]([O-])=O)[CH2:16][C:17]2[CH:22]=[C:21]([F:23])[CH:20]=[C:19]([F:24])[CH:18]=2)[CH2:12][O:11][C:10]([C:35]2[CH:40]=[CH:39][CH:38]=[CH:37][CH:36]=2)([C:29]2[CH:34]=[CH:33][CH:32]=[CH:31][CH:30]=2)[CH2:9]1)=[O:7])([CH3:4])([CH3:3])[CH3:2].[BH4-].[Na+].O, predict the reaction product.